This data is from Peptide-MHC class I binding affinity with 185,985 pairs from IEDB/IMGT. The task is: Regression. Given a peptide amino acid sequence and an MHC pseudo amino acid sequence, predict their binding affinity value. This is MHC class I binding data. (1) The peptide sequence is RTEILGLVK. The MHC is HLA-B57:01 with pseudo-sequence HLA-B57:01. The binding affinity (normalized) is 0.0847. (2) The peptide sequence is YCNYSKYWY. The MHC is HLA-A01:01 with pseudo-sequence HLA-A01:01. The binding affinity (normalized) is 0.106. (3) The peptide sequence is RAEDTAVYY. The MHC is HLA-A26:01 with pseudo-sequence HLA-A26:01. The binding affinity (normalized) is 0.117.